From a dataset of Peptide-MHC class I binding affinity with 185,985 pairs from IEDB/IMGT. Regression. Given a peptide amino acid sequence and an MHC pseudo amino acid sequence, predict their binding affinity value. This is MHC class I binding data. (1) The peptide sequence is APPHGGIAF. The MHC is HLA-B39:01 with pseudo-sequence HLA-B39:01. The binding affinity (normalized) is 0.0847. (2) The peptide sequence is ETVWPFFYA. The MHC is HLA-B40:01 with pseudo-sequence HLA-B40:01. The binding affinity (normalized) is 0.213. (3) The peptide sequence is GARVIWMDA. The MHC is HLA-A02:01 with pseudo-sequence HLA-A02:01. The binding affinity (normalized) is 0.0657.